Task: Predict the reactants needed to synthesize the given product.. Dataset: Full USPTO retrosynthesis dataset with 1.9M reactions from patents (1976-2016) (1) Given the product [C:5]([C:7]1[C:15]2[C:10](=[CH:11][CH:12]=[C:13]([CH2:16][CH2:17][NH:18][C:19](=[O:33])[C:20]3[CH:25]=[CH:24][C:23]([C:26]4[CH:31]=[CH:30][N:29]=[C:28]([N:3]([CH2:1][CH3:2])[CH3:4])[N:27]=4)=[CH:22][CH:21]=3)[CH:14]=2)[NH:9][CH:8]=1)#[N:6], predict the reactants needed to synthesize it. The reactants are: [CH2:1]([NH:3][CH3:4])[CH3:2].[C:5]([C:7]1[C:15]2[C:10](=[CH:11][CH:12]=[C:13]([CH2:16][CH2:17][NH:18][C:19](=[O:33])[C:20]3[CH:25]=[CH:24][C:23]([C:26]4[CH:31]=[CH:30][N:29]=[C:28](Cl)[N:27]=4)=[CH:22][CH:21]=3)[CH:14]=2)[NH:9][CH:8]=1)#[N:6]. (2) Given the product [CH3:36][O:37][CH2:38][C:39]([N:1]1[CH2:6][CH2:5][CH:4]([N:7]2[CH:11]=[C:10]([C:12]3[CH:17]=[N:16][N:15]4[C:18]([C:21]5[CH:22]=[C:23]([NH:27][C:28]([NH:30][CH2:31][C:32]([F:33])([F:35])[F:34])=[O:29])[CH:24]=[CH:25][CH:26]=5)=[CH:19][N:20]=[C:14]4[CH:13]=3)[CH:9]=[N:8]2)[CH2:3][CH2:2]1)=[O:40], predict the reactants needed to synthesize it. The reactants are: [NH:1]1[CH2:6][CH2:5][CH:4]([N:7]2[CH:11]=[C:10]([C:12]3[CH:17]=[N:16][N:15]4[C:18]([C:21]5[CH:22]=[C:23]([NH:27][C:28]([NH:30][CH2:31][C:32]([F:35])([F:34])[F:33])=[O:29])[CH:24]=[CH:25][CH:26]=5)=[CH:19][N:20]=[C:14]4[CH:13]=3)[CH:9]=[N:8]2)[CH2:3][CH2:2]1.[CH3:36][O:37][CH2:38][C:39](Cl)=[O:40].C(N(CC)C(C)C)(C)C.